From a dataset of Reaction yield outcomes from USPTO patents with 853,638 reactions. Predict the reaction yield, written as a fraction of the theoretical maximum amount of product (1.0 means a 100% yield; for example, 0.34 means a 34% yield). (1) The reactants are [Cl:1][C:2]1[CH:7]=[CH:6][C:5](I)=[CH:4][C:3]=1[C:9]1[O:13][N:12]=[C:11]([CH2:14][N:15]2[C:23]3[C:18](=[C:19]([C:26]([F:29])([F:28])[F:27])[C:20]([C:24]#[N:25])=[CH:21][CH:22]=3)[CH:17]=[C:16]2[CH2:30][CH2:31][CH3:32])[N:10]=1.[CH3:33][OH:34].CN([CH:38]=[O:39])C. The catalyst is CC([O-])=O.CC([O-])=O.[Pd+2]. The product is [Cl:1][C:2]1[CH:7]=[CH:6][C:5]([C:33]([O:39][CH3:38])=[O:34])=[CH:4][C:3]=1[C:9]1[O:13][N:12]=[C:11]([CH2:14][N:15]2[C:23]3[C:18](=[C:19]([C:26]([F:28])([F:29])[F:27])[C:20]([C:24]#[N:25])=[CH:21][CH:22]=3)[CH:17]=[C:16]2[CH2:30][CH2:31][CH3:32])[N:10]=1. The yield is 0.640. (2) The reactants are C(OP([CH2:9][C:10]([O:12][CH2:13][CH3:14])=[O:11])(OCC)=O)C.[H-].[Na+].[CH2:17]([O:21][C:22]1[CH:26]=[C:25]([CH:27]=O)[N:24]([CH2:29][C:30]2[CH:35]=[CH:34][C:33]([C:36]([F:39])([F:38])[F:37])=[CH:32][C:31]=2[Cl:40])[N:23]=1)[CH2:18][CH2:19][CH3:20].[Cl-].[NH4+]. The catalyst is CN(C)C=O.O1CCCC1. The product is [CH2:17]([O:21][C:22]1[CH:26]=[C:25](/[CH:27]=[CH:9]/[C:10]([O:12][CH2:13][CH3:14])=[O:11])[N:24]([CH2:29][C:30]2[CH:35]=[CH:34][C:33]([C:36]([F:39])([F:38])[F:37])=[CH:32][C:31]=2[Cl:40])[N:23]=1)[CH2:18][CH2:19][CH3:20]. The yield is 0.420. (3) The reactants are [NH2:1][C:2]1[N:3]=[C:4]([NH:16][C:17]2[CH:22]=[CH:21][C:20]([N:23]3[CH2:28][CH2:27][N:26](C(OC(C)(C)C)=O)[CH2:25][CH2:24]3)=[CH:19][CH:18]=2)[S:5][C:6]=1[C:7](=[O:15])[C:8]1[CH:13]=[CH:12][CH:11]=[C:10]([F:14])[CH:9]=1.C(O)(C(F)(F)F)=O.C(Cl)Cl. No catalyst specified. The product is [NH2:1][C:2]1[N:3]=[C:4]([NH:16][C:17]2[CH:18]=[CH:19][C:20]([N:23]3[CH2:28][CH2:27][NH:26][CH2:25][CH2:24]3)=[CH:21][CH:22]=2)[S:5][C:6]=1[C:7]([C:8]1[CH:13]=[CH:12][CH:11]=[C:10]([F:14])[CH:9]=1)=[O:15]. The yield is 1.00. (4) The reactants are Br[C:2]1[CH:7]=[CH:6][C:5]([C:8]2[N:9]([C:17]3[CH:22]=[CH:21][C:20]([S:23]([CH3:26])(=[O:25])=[O:24])=[C:19]([F:27])[CH:18]=3)[CH:10]=[C:11]([C:13]([F:16])([F:15])[F:14])[N:12]=2)=[CH:4][CH:3]=1.C([Sn](CCCC)(CCCC)[C:33]1[N:34]=[CH:35][S:36][CH:37]=1)CCC.[Cl-]. The catalyst is O1CCOCC1.C1C=CC([P]([Pd]([P](C2C=CC=CC=2)(C2C=CC=CC=2)C2C=CC=CC=2)([P](C2C=CC=CC=2)(C2C=CC=CC=2)C2C=CC=CC=2)[P](C2C=CC=CC=2)(C2C=CC=CC=2)C2C=CC=CC=2)(C2C=CC=CC=2)C2C=CC=CC=2)=CC=1. The product is [F:27][C:19]1[CH:18]=[C:17]([N:9]2[CH:10]=[C:11]([C:13]([F:16])([F:15])[F:14])[N:12]=[C:8]2[C:5]2[CH:6]=[CH:7][C:2]([C:33]3[N:34]=[CH:35][S:36][CH:37]=3)=[CH:3][CH:4]=2)[CH:22]=[CH:21][C:20]=1[S:23]([CH3:26])(=[O:25])=[O:24]. The yield is 0.876. (5) The catalyst is O1CCOCC1. The yield is 0.320. The reactants are C([O-])(O)=O.[Na+].OC(C(F)(F)F)=O.[CH2:13]([O:20][N:21]1[C:27](=[O:28])[N:26]2[CH2:29][C@H:22]1[CH2:23][CH2:24][C@H:25]2[C:30]([NH:32][NH2:33])=[O:31])[C:14]1[CH:19]=[CH:18][CH:17]=[CH:16][CH:15]=1.[N:34]#[C:35]Br. The product is [NH2:34][C:35]1[O:31][C:30]([C@@H:25]2[CH2:24][CH2:23][C@@H:22]3[CH2:29][N:26]2[C:27](=[O:28])[N:21]3[O:20][CH2:13][C:14]2[CH:19]=[CH:18][CH:17]=[CH:16][CH:15]=2)=[N:32][N:33]=1. (6) The reactants are [C:1]1([C:7]2[CH:16]=[CH:15][C:14]3[C:9](=[CH:10][CH:11]=[CH:12][C:13]=3[N:17]3[CH2:22][CH2:21][NH:20][CH2:19][CH2:18]3)[N:8]=2)[CH:6]=[CH:5][CH:4]=[CH:3][CH:2]=1.[Cl:23][CH2:24][CH2:25][C:26]1[CH:27]=[CH:28][C:29]2[O:34][CH2:33][C:32](=[O:35])[NH:31][C:30]=2[CH:36]=1. No catalyst specified. The product is [ClH:23].[ClH:23].[C:1]1([C:7]2[CH:16]=[CH:15][C:14]3[C:9](=[CH:10][CH:11]=[CH:12][C:13]=3[N:17]3[CH2:22][CH2:21][N:20]([CH2:24][CH2:25][C:26]4[CH:27]=[CH:28][C:29]5[O:34][CH2:33][C:32](=[O:35])[NH:31][C:30]=5[CH:36]=4)[CH2:19][CH2:18]3)[N:8]=2)[CH:2]=[CH:3][CH:4]=[CH:5][CH:6]=1. The yield is 0.460. (7) The yield is 0.600. The reactants are CC(C)([O-])C.[K+].[CH2:7]([O:14][CH2:15][CH2:16][O:17][CH2:18][CH2:19][O:20][CH2:21][CH2:22][OH:23])[C:8]1[CH:13]=[CH:12][CH:11]=[CH:10][CH:9]=1.Br[CH2:25][C:26]([O:28][C:29]([CH3:32])([CH3:31])[CH3:30])=[O:27].C(Cl)Cl. The catalyst is C(O)(C)(C)C. The product is [C:8]1([CH2:7][O:14][CH2:15][CH2:16][O:17][CH2:18][CH2:19][O:20][CH2:21][CH2:22][O:23][CH2:25][C:26]([O:28][C:29]([CH3:32])([CH3:31])[CH3:30])=[O:27])[CH:13]=[CH:12][CH:11]=[CH:10][CH:9]=1. (8) The reactants are [CH3:1]O.Cl.Cl[C:5]1[C:10]([C:11]#[N:12])=[CH:9][N:8]=[C:7]([S:13][CH3:14])[N:6]=1.[CH3:15][CH2:16][N:17](C(C)C)C(C)C.C([O:27][CH2:28][CH3:29])(=O)C.[CH2:30](O)[CH3:31]. No catalyst specified. The product is [OH:27][CH2:28][C@H:29]1[CH2:15][C@@H:16]([NH:17][C:5]2[C:10]([C:11]#[N:12])=[CH:9][N:8]=[C:7]([S:13][CH3:14])[N:6]=2)[C:30]1([CH3:31])[CH3:1]. The yield is 0.960. (9) The reactants are [CH2:1]([N:8]1[C:16]2[C:15](=[O:17])[NH:14][C:13](=[O:18])[NH:12][C:11]=2[N:10]=[C:9]1[O:19][C:20]1[CH:25]=[CH:24][CH:23]=[C:22]([O:26][C:27]([F:30])([F:29])[F:28])[CH:21]=1)[C:2]1[CH:7]=[CH:6][CH:5]=[CH:4][CH:3]=1.I[CH2:32][CH3:33].C(=O)([O-])[O-].[K+].[K+]. The catalyst is CN(C=O)C. The product is [CH2:1]([N:8]1[C:16]2[C:15](=[O:17])[NH:14][C:13](=[O:18])[N:12]([CH2:32][CH3:33])[C:11]=2[N:10]=[C:9]1[O:19][C:20]1[CH:25]=[CH:24][CH:23]=[C:22]([O:26][C:27]([F:30])([F:28])[F:29])[CH:21]=1)[C:2]1[CH:7]=[CH:6][CH:5]=[CH:4][CH:3]=1. The yield is 0.652.